From a dataset of Forward reaction prediction with 1.9M reactions from USPTO patents (1976-2016). Predict the product of the given reaction. (1) Given the reactants [CH3:1][C:2]1[CH:24]=[C:23]([C:25]([NH:27][CH2:28][C:29]2[CH:34]=[CH:33][CH:32]=[C:31]([OH:35])[CH:30]=2)=[O:26])[CH:22]=[C:21]([CH3:36])[C:3]=1[C:4]([NH:6][C@H:7]([C:17]([O:19][CH3:20])=[O:18])[CH2:8][NH:9]C(OC(C)(C)C)=O)=[O:5], predict the reaction product. The product is: [NH2:9][CH2:8][C@@H:7]([C:17]([O:19][CH3:20])=[O:18])[NH:6][C:4](=[O:5])[C:3]1[C:2]([CH3:1])=[CH:24][C:23]([C:25]([NH:27][CH2:28][C:29]2[CH:34]=[CH:33][CH:32]=[C:31]([OH:35])[CH:30]=2)=[O:26])=[CH:22][C:21]=1[CH3:36]. (2) Given the reactants C([O:3][C:4](=[O:29])[C:5]1[C:10]([NH:11][C:12]2[C:13]3[O:28][CH2:27][CH2:26][C:14]=3[N:15]=[C:16]([C:18]3[CH:23]=[C:22]([Cl:24])[CH:21]=[CH:20][C:19]=3[F:25])[N:17]=2)=[CH:9][CH:8]=[N:7][CH:6]=1)C.[OH-].[Na+], predict the reaction product. The product is: [Cl:24][C:22]1[CH:21]=[CH:20][C:19]([F:25])=[C:18]([C:16]2[N:17]=[C:12]([NH:11][C:10]3[C:5]([C:4]([OH:29])=[O:3])=[CH:6][N:7]=[CH:8][CH:9]=3)[C:13]3[O:28][CH2:27][CH2:26][C:14]=3[N:15]=2)[CH:23]=1. (3) Given the reactants FC(F)(F)S([O:6][Si:7]([CH:14]([CH3:16])[CH3:15])([CH:11]([CH3:13])[CH3:12])[CH:8]([CH3:10])[CH3:9])(=O)=O.[F:19][C:20]1[CH:21]=[CH:22][C:23]2[N:24]([C:26]([N:29]3[CH2:34][CH2:33][CH:32](O)[CH2:31][CH2:30]3)=[N:27][N:28]=2)[CH:25]=1.CCN(CC)CC, predict the reaction product. The product is: [F:19][C:20]1[CH:21]=[CH:22][C:23]2[N:24]([C:26]([N:29]3[CH2:34][CH2:33][CH:32]([O:6][Si:7]([CH:8]([CH3:9])[CH3:10])([CH:11]([CH3:12])[CH3:13])[CH:14]([CH3:15])[CH3:16])[CH2:31][CH2:30]3)=[N:27][N:28]=2)[CH:25]=1.